This data is from Forward reaction prediction with 1.9M reactions from USPTO patents (1976-2016). The task is: Predict the product of the given reaction. (1) Given the reactants [Si]([O:18][C:19]1[CH:58]=[CH:57][C:22]([O:23][CH2:24][C@@H:25]([OH:56])[CH2:26][NH:27][CH2:28][CH2:29][C:30]2[CH:35]=[CH:34][C:33]([S:36]([CH:39]3[CH2:44][CH2:43][N:42]([C:45]([NH:47][CH2:48][CH2:49][CH2:50][CH2:51][CH2:52][CH2:53][CH2:54][CH3:55])=[O:46])[CH2:41][CH2:40]3)(=[O:38])=[O:37])=[CH:32][CH:31]=2)=[CH:21][C:20]=1[CH3:59])(C(C)(C)C)(C1C=CC=CC=1)C1C=CC=CC=1, predict the reaction product. The product is: [CH2:48]([NH:47][C:45]([N:42]1[CH2:43][CH2:44][CH:39]([S:36]([C:33]2[CH:32]=[CH:31][C:30]([CH2:29][CH2:28][NH:27][CH2:26][C@H:25]([OH:56])[CH2:24][O:23][C:22]3[CH:57]=[CH:58][C:19]([OH:18])=[C:20]([CH3:59])[CH:21]=3)=[CH:35][CH:34]=2)(=[O:38])=[O:37])[CH2:40][CH2:41]1)=[O:46])[CH2:49][CH2:50][CH2:51][CH2:52][CH2:53][CH2:54][CH3:55]. (2) Given the reactants [CH2:1]([O:3][C:4](=[O:16])[C:5]1[CH:10]=[C:9]([F:11])[C:8](F)=[C:7]([O:13][CH3:14])[C:6]=1[F:15])[CH3:2].[C:17]([O:21][C:22](=[O:29])[NH:23][CH:24]1[CH2:28][CH2:27][NH:26][CH2:25]1)([CH3:20])([CH3:19])[CH3:18].C(N(CC)CC)C, predict the reaction product. The product is: [CH2:1]([O:3][C:4](=[O:16])[C:5]1[CH:10]=[C:9]([F:11])[C:8]([N:26]2[CH2:27][CH2:28][CH:24]([NH:23][C:22]([O:21][C:17]([CH3:20])([CH3:19])[CH3:18])=[O:29])[CH2:25]2)=[C:7]([O:13][CH3:14])[C:6]=1[F:15])[CH3:2]. (3) Given the reactants ICC.[CH3:4][C:5]1[CH:10]=[CH:9][CH:8]=[CH:7][N+:6]=1[O-].[C-:12]#[N:13].[K+], predict the reaction product. The product is: [C:12]([C:9]1[CH:8]=[CH:7][N:6]=[C:5]([CH3:4])[CH:10]=1)#[N:13]. (4) The product is: [CH3:1][N:2]1[C:6]([C:25]#[C:24][C:26]2[CH:30]=[CH:29][S:28][CH:27]=2)=[CH:5][C:4]([C:18]2[CH:19]=[CH:20][CH:21]=[CH:22][CH:23]=2)=[N:3]1. Given the reactants [CH3:1][N:2]1[C:6](OS(C2C=CC(C)=CC=2)(=O)=O)=[CH:5][C:4]([C:18]2[CH:23]=[CH:22][CH:21]=[CH:20][CH:19]=2)=[N:3]1.[C:24]([C:26]1[CH:30]=[CH:29][S:28][CH:27]=1)#[CH:25], predict the reaction product. (5) Given the reactants [CH3:1][C:2]1[NH:3][C:4]2[C:9]([CH:10]=1)=[CH:8][CH:7]=[CH:6][N:5]=2.ClC1C=C(C=CC=1)C(OO)=[O:16].O.C(=O)([O-])[O-].[K+].[K+], predict the reaction product. The product is: [CH3:1][C:2]1[NH:3][C:4]2=[N+:5]([O-:16])[CH:6]=[CH:7][CH:8]=[C:9]2[CH:10]=1. (6) Given the reactants Cl[C:2]1[CH:7]=[CH:6][C:5]([O:8][CH2:9][CH:10]2[CH2:15][CH2:14][N:13]([CH2:16][C:17]([F:20])([CH3:19])[CH3:18])[CH2:12][CH2:11]2)=[CH:4][N:3]=1.[CH2:21]([O:23][C:24]([C:26]1[CH:31]=[CH:30][C:29](B(O)O)=[CH:28][C:27]=1[F:35])=[O:25])[CH3:22].C([O-])([O-])=O.[Cs+].[Cs+].O1CCOCC1, predict the reaction product. The product is: [F:35][C:27]1[CH:28]=[C:29]([C:2]2[CH:7]=[CH:6][C:5]([O:8][CH2:9][CH:10]3[CH2:15][CH2:14][N:13]([CH2:16][C:17]([F:20])([CH3:19])[CH3:18])[CH2:12][CH2:11]3)=[CH:4][N:3]=2)[CH:30]=[CH:31][C:26]=1[C:24]([O:23][CH2:21][CH3:22])=[O:25].